This data is from Forward reaction prediction with 1.9M reactions from USPTO patents (1976-2016). The task is: Predict the product of the given reaction. (1) Given the reactants [Cl:1][C:2]1[CH:21]=[CH:20][C:5]([C:6]([NH:8][C:9](=S)[NH:10][C:11]2[CH:16]=[C:15]([F:17])[CH:14]=[C:13]([Cl:18])[CH:12]=2)=[O:7])=[CH:4][CH:3]=1.[F:22][C:23]([F:31])([F:30])[C:24]1[NH:28][N:27]=[C:26]([NH2:29])[CH:25]=1.CN(C)CCCN=C=NCC, predict the reaction product. The product is: [Cl:1][C:2]1[CH:21]=[CH:20][C:5]([C:6]([N:8]=[C:9]([NH:10][C:11]2[CH:16]=[C:15]([F:17])[CH:14]=[C:13]([Cl:18])[CH:12]=2)[NH:29][C:26]2[CH:25]=[C:24]([C:23]([F:31])([F:30])[F:22])[NH:28][N:27]=2)=[O:7])=[CH:4][CH:3]=1. (2) Given the reactants [NH2:1][C:2]1[N:7]=[CH:6][N:5]=[C:4]2[N:8]([C@H:18]3[CH2:23][CH2:22][C@H:21]([N:24]4[CH2:29][CH2:28][N:27]([CH3:30])[CH2:26][CH2:25]4)[CH2:20][CH2:19]3)[N:9]=[C:10]([C:11]3[CH:16]=[CH:15][C:14]([OH:17])=[CH:13][CH:12]=3)[C:3]=12.F[C:32]1[CH:39]=[CH:38][CH:37]=[C:36]([NH:40][CH2:41][CH2:42]OC)[C:33]=1[C:34]#[N:35].[C:45](=[O:48])([O-])[O-].[K+].[K+].[OH-].[Na+].[CH3:53]N(C)C=O, predict the reaction product. The product is: [NH2:1][C:2]1[N:7]=[CH:6][N:5]=[C:4]2[N:8]([C@H:18]3[CH2:23][CH2:22][C@H:21]([N:24]4[CH2:25][CH2:26][N:27]([CH3:30])[CH2:28][CH2:29]4)[CH2:20][CH2:19]3)[N:9]=[C:10]([C:11]3[CH:16]=[CH:15][C:14]([O:17][C:32]4[CH:39]=[CH:38][CH:37]=[C:36]([NH:40][CH2:41][CH2:42][CH2:53][O:48][CH3:45])[C:33]=4[C:34]#[N:35])=[CH:13][CH:12]=3)[C:3]=12. (3) The product is: [C:32]([CH:31]1[CH:18]([C:17]2[CH:20]=[CH:21][C:14]([O:13][C:12]([F:23])([F:22])[F:11])=[CH:15][CH:16]=2)[N:1]([C:2]2[CH:3]=[C:4]([CH3:10])[C:5](=[O:9])[N:6]([CH3:8])[CH:7]=2)[C:27](=[O:26])[C:29]1=[O:30])(=[O:33])[CH3:34]. Given the reactants [NH2:1][C:2]1[CH:3]=[C:4]([CH3:10])[C:5](=[O:9])[N:6]([CH3:8])[CH:7]=1.[F:11][C:12]([F:23])([F:22])[O:13][C:14]1[CH:21]=[CH:20][C:17]([CH:18]=O)=[CH:16][CH:15]=1.CC[O:26][C:27]([C:29]([CH2:31][C:32]([CH3:34])=[O:33])=[O:30])=O, predict the reaction product. (4) The product is: [Cl:9][C:4]1[CH:5]=[C:6]([Cl:8])[CH:7]=[C:2]([Cl:1])[C:3]=1[CH2:10][C:12]#[N:13]. Given the reactants [Cl:1][C:2]1[CH:7]=[C:6]([Cl:8])[CH:5]=[C:4]([Cl:9])[C:3]=1[CH2:10]Cl.[C-:12]#[N:13].[Na+], predict the reaction product. (5) Given the reactants [Br:1]Br.[CH3:3][C:4]1([CH3:17])[C:8](=[O:9])[C:7]2[C:10]([CH3:16])=[CH:11][C:12]([CH3:15])=[C:13]([CH3:14])[C:6]=2[O:5]1.S([O-])([O-])=O.[Na+].[Na+], predict the reaction product. The product is: [Br:1][C:11]1[C:12]([CH3:15])=[C:13]([CH3:14])[C:6]2[O:5][C:4]([CH3:17])([CH3:3])[C:8](=[O:9])[C:7]=2[C:10]=1[CH3:16]. (6) Given the reactants [CH3:1][O:2][C:3]1[C:8]([C:9]([NH2:11])=[O:10])=[C:7]([CH3:12])[N:6]=[C:5]([O:13][CH3:14])[CH:4]=1.[Li]CCCC.[CH2:20]([O:27][C:28]1[C:35]([CH3:36])=[CH:34][C:31]([C:32]#[N:33])=[CH:30][C:29]=1[CH3:37])[C:21]1[CH:26]=[CH:25][CH:24]=[CH:23][CH:22]=1, predict the reaction product. The product is: [CH2:20]([O:27][C:28]1[C:35]([CH3:36])=[CH:34][C:31]([C:32]2[CH:12]=[C:7]3[C:8]([C:3]([O:2][CH3:1])=[CH:4][C:5]([O:13][CH3:14])=[N:6]3)=[C:9]([NH2:11])[N:33]=2)=[CH:30][C:29]=1[CH3:37])[C:21]1[CH:26]=[CH:25][CH:24]=[CH:23][CH:22]=1.[CH2:20]([O:27][C:28]1[C:29]([CH3:37])=[CH:30][C:31]([C:32]2[NH:11][C:9](=[O:10])[C:8]3[C:3]([O:2][CH3:1])=[CH:4][C:5]([O:13][CH3:14])=[N:6][C:7]=3[CH:12]=2)=[CH:34][C:35]=1[CH3:36])[C:21]1[CH:22]=[CH:23][CH:24]=[CH:25][CH:26]=1. (7) Given the reactants [CH3:1][O:2][C:3]1[CH:4]=[C:5]([C:9]2([C:21]([OH:23])=O)[CH2:14][CH2:13][N:12]([C:15]3[N:20]=[CH:19][CH:18]=[CH:17][N:16]=3)[CH2:11][CH2:10]2)[CH:6]=[CH:7][CH:8]=1.CN(C)C=O.C(Cl)(=O)C([Cl:32])=O, predict the reaction product. The product is: [ClH:32].[CH3:1][O:2][C:3]1[CH:4]=[C:5]([C:9]2([C:21]([Cl:32])=[O:23])[CH2:14][CH2:13][N:12]([C:15]3[N:20]=[CH:19][CH:18]=[CH:17][N:16]=3)[CH2:11][CH2:10]2)[CH:6]=[CH:7][CH:8]=1. (8) Given the reactants [Cl:1][C:2]1[C:7]([C:8](Cl)=[O:9])=[C:6]([Cl:11])[N:5]=[CH:4][N:3]=1.[O:12]1[CH2:17][CH2:16][N:15]([CH2:18][CH2:19][CH2:20][NH2:21])[CH2:14][CH2:13]1, predict the reaction product. The product is: [Cl:1][C:2]1[C:7]([C:8]([NH:21][CH2:20][CH2:19][CH2:18][N:15]2[CH2:16][CH2:17][O:12][CH2:13][CH2:14]2)=[O:9])=[C:6]([Cl:11])[N:5]=[CH:4][N:3]=1. (9) Given the reactants [O:1]1CCO[CH:2]1[CH2:6][N:7]1[CH:16]=[CH:15][C:14]2[C:9](=[CH:10][C:11]([C:17]([O:19][CH3:20])=[O:18])=[CH:12][CH:13]=2)[C:8]1=[O:21].Cl, predict the reaction product. The product is: [O:21]=[C:8]1[C:9]2[C:14](=[CH:13][CH:12]=[C:11]([C:17]([O:19][CH3:20])=[O:18])[CH:10]=2)[CH:15]=[CH:16][N:7]1[CH2:6][CH:2]=[O:1]. (10) Given the reactants CO[C:3]([C:5]1[N:6]([CH3:25])[N:7]=[C:8]([O:10][CH2:11][C:12]2[C:13]([C:18]3[CH:23]=[CH:22][C:21]([F:24])=[CH:20][N:19]=3)=[N:14][O:15][C:16]=2[CH3:17])[CH:9]=1)=[O:4].COC(C1NN=C([O:35][CH2:36][C:37]2[C:38]([C:43]3C=CC=CC=3)=[N:39]OC=2C)C=1)=O.NC1CCOC1, predict the reaction product. The product is: [O:35]1[CH2:36][CH2:37][CH:38]([NH:39][C:3]([C:5]2[N:6]([CH3:25])[N:7]=[C:8]([O:10][CH2:11][C:12]3[C:13]([C:18]4[CH:23]=[CH:22][C:21]([F:24])=[CH:20][N:19]=4)=[N:14][O:15][C:16]=3[CH3:17])[CH:9]=2)=[O:4])[CH2:43]1.